Dataset: Forward reaction prediction with 1.9M reactions from USPTO patents (1976-2016). Task: Predict the product of the given reaction. (1) Given the reactants [Al+3].[Cl-].[Cl-].[Cl-].[CH3:5][N:6]1[C:14]2[C:9](=[CH:10][CH:11]=[CH:12][CH:13]=2)[CH:8]=[C:7]1[C:15]([O:17][CH2:18][CH3:19])=[O:16].[C:20](Cl)(=[O:27])[C:21]1[CH:26]=[CH:25][CH:24]=[CH:23][CH:22]=1, predict the reaction product. The product is: [C:20]([C:8]1[C:9]2[C:14](=[CH:13][CH:12]=[CH:11][CH:10]=2)[N:6]([CH3:5])[C:7]=1[C:15]([O:17][CH2:18][CH3:19])=[O:16])(=[O:27])[C:21]1[CH:26]=[CH:25][CH:24]=[CH:23][CH:22]=1. (2) Given the reactants [NH2:1][C:2]1[NH:6][N:5]=[CH:4][C:3]=1[C:7]1[CH:8]=[C:9]([N:13]2[CH2:18][CH2:17][N:16]([CH2:19][CH2:20][OH:21])[CH2:15][CH2:14]2)[CH:10]=[CH:11][CH:12]=1.[F:22][C:23]1[CH:28]=[CH:27][C:26]([CH:29]([C:32](=O)[CH3:33])[C:30]#[N:31])=[CH:25][CH:24]=1, predict the reaction product. The product is: [NH2:31][C:30]1[N:6]2[N:5]=[CH:4][C:3]([C:7]3[CH:8]=[C:9]([N:13]4[CH2:14][CH2:15][N:16]([CH2:19][CH2:20][OH:21])[CH2:17][CH2:18]4)[CH:10]=[CH:11][CH:12]=3)=[C:2]2[N:1]=[C:32]([CH3:33])[C:29]=1[C:26]1[CH:25]=[CH:24][C:23]([F:22])=[CH:28][CH:27]=1.